From a dataset of Full USPTO retrosynthesis dataset with 1.9M reactions from patents (1976-2016). Predict the reactants needed to synthesize the given product. (1) Given the product [F:7][C:8]1[CH:22]=[CH:21][C:11]([O:12][CH2:13][CH2:14][OH:15])=[CH:10][CH:9]=1, predict the reactants needed to synthesize it. The reactants are: [H-].[H-].[H-].[H-].[Li+].[Al+3].[F:7][C:8]1[CH:22]=[CH:21][C:11]([O:12][CH2:13][C:14](OC(C)(C)C)=[O:15])=[CH:10][CH:9]=1.[OH-].[Na+].[O-]S([O-])(=O)=O.[Na+].[Na+]. (2) Given the product [CH2:15]([O:17][C:18]([C:19]1[C:20]([C:21]([OH:24])([CH3:23])[CH3:22])=[N:2][N:3]2[CH:8]=[CH:7][CH:6]=[CH:5][C:4]=12)=[O:25])[CH3:16], predict the reactants needed to synthesize it. The reactants are: [I-].[NH2:2][N+:3]1[CH:8]=[CH:7][CH:6]=[CH:5][CH:4]=1.C(=O)([O-])[O-].[K+].[K+].[CH2:15]([O:17][C:18](=[O:25])[C:19]#[C:20][C:21]([OH:24])([CH3:23])[CH3:22])[CH3:16].